From a dataset of Retrosynthesis with 50K atom-mapped reactions and 10 reaction types from USPTO. Predict the reactants needed to synthesize the given product. Given the product C=CC[C@@H](C(=O)O)c1ccc(-c2ccc(-n3nnc(C)c3NC(=O)OC(C)c3ccccc3)cc2)cc1, predict the reactants needed to synthesize it. The reactants are: C=CC[C@@H](C(=O)OCC)c1ccc(-c2ccc(-n3nnc(C)c3NC(=O)OC(C)c3ccccc3)cc2)cc1.